Dataset: Full USPTO retrosynthesis dataset with 1.9M reactions from patents (1976-2016). Task: Predict the reactants needed to synthesize the given product. (1) Given the product [Br:3][C:4]1[CH:5]=[CH:6][C:7]2[CH2:18][N:13]([C:14]([CH3:17])([CH3:16])[CH3:15])[S:10](=[O:12])(=[O:11])[C:8]=2[CH:9]=1, predict the reactants needed to synthesize it. The reactants are: [H-].[Na+].[Br:3][C:4]1[CH:5]=[CH:6][C:7]([CH2:18]Br)=[C:8]([S:10]([NH:13][C:14]([CH3:17])([CH3:16])[CH3:15])(=[O:12])=[O:11])[CH:9]=1. (2) The reactants are: C(O[CH:5]([O:11][CH2:12][CH2:13][C:14]1[CH:19]=[CH:18][CH:17]=[CH:16][C:15]=1[O:20][CH3:21])[C:6]([O:8][CH2:9][CH3:10])=[O:7])(=O)C.[Al+3].[Cl-].[Cl-].[Cl-]. Given the product [CH3:21][O:20][C:15]1[CH:16]=[CH:17][CH:18]=[C:19]2[C:14]=1[CH2:13][CH2:12][O:11][CH:5]2[C:6]([O:8][CH2:9][CH3:10])=[O:7], predict the reactants needed to synthesize it. (3) Given the product [OH:22][CH2:21][CH2:20][CH2:19][NH:18][C:7]1[C:8]2[N:9]([C:13]([CH:16]=[O:29])=[CH:14][N:15]=2)[C:10]2[C:5]([N:6]=1)=[CH:4][C:3]([C:2]([F:23])([F:1])[F:24])=[CH:12][CH:11]=2, predict the reactants needed to synthesize it. The reactants are: [F:1][C:2]([F:24])([F:23])[C:3]1[CH:4]=[C:5]2[C:10](=[CH:11][CH:12]=1)[N:9]1[C:13]([CH:16]=C)=[CH:14][N:15]=[C:8]1[C:7]([NH:18][CH2:19][CH2:20][CH2:21][OH:22])=[N:6]2.C[N+]1([O-])CC[O:29]CC1.I([O-])(=O)(=O)=O.[Na+].